From a dataset of Reaction yield outcomes from USPTO patents with 853,638 reactions. Predict the reaction yield, written as a fraction of the theoretical maximum amount of product (1.0 means a 100% yield; for example, 0.34 means a 34% yield). (1) The reactants are [Cl:1][C:2]1[N:10]=[C:9]2[C:5]([NH:6][CH:7]=[N:8]2)=[C:4]([Cl:11])[N:3]=1.C(=O)([O-])[O-].[K+].[K+].[CH:18]1(I)[CH2:23][CH2:22][CH2:21][CH2:20][CH2:19]1. The catalyst is CS(C)=O. The product is [Cl:1][C:2]1[N:10]=[C:9]2[C:5]([N:6]=[CH:7][N:8]2[CH:18]2[CH2:23][CH2:22][CH2:21][CH2:20][CH2:19]2)=[C:4]([Cl:11])[N:3]=1. The yield is 0.410. (2) The reactants are [C:1]([N:5]1[C:9]([C:10]([F:13])([F:12])[F:11])=[C:8]([NH:14][C:15]([NH:17][C:18]2[CH:23]=[C:22]([C:24]3[C:35](=[O:36])[N:34]([CH3:37])[C:27]4[N:28]=[C:29](SC)[N:30]=[CH:31][C:26]=4[CH:25]=3)[C:21]([CH3:38])=[CH:20][C:19]=2[F:39])=[O:16])[CH:7]=[N:6]1)([CH3:4])([CH3:3])[CH3:2].C1C=C(Cl)C=C(C(OO)=O)C=1.[CH3:51][NH2:52]. The catalyst is C1COCC1. The product is [C:1]([N:5]1[C:9]([C:10]([F:13])([F:12])[F:11])=[C:8]([NH:14][C:15]([NH:17][C:18]2[CH:23]=[C:22]([C:24]3[C:35](=[O:36])[N:34]([CH3:37])[C:27]4[N:28]=[C:29]([NH:52][CH3:51])[N:30]=[CH:31][C:26]=4[CH:25]=3)[C:21]([CH3:38])=[CH:20][C:19]=2[F:39])=[O:16])[CH:7]=[N:6]1)([CH3:4])([CH3:3])[CH3:2]. The yield is 0.710. (3) The reactants are [NH2:1][C:2]1[CH:42]=[CH:41][C:5]([C:6]([NH:8][C@H:9]2[CH2:14][CH2:13][CH2:12][C@@H:11]([NH:15][C:16]3[N:21]=[C:20]([C:22]4[C:30]5[C:25](=[CH:26][CH:27]=[CH:28][CH:29]=5)[N:24](S(C5C=CC=CC=5)(=O)=O)[CH:23]=4)[C:19]([Cl:40])=[CH:18][N:17]=3)[CH2:10]2)=[O:7])=[C:4]([N:43]2[CH2:48][CH2:47][O:46][CH2:45][CH2:44]2)[CH:3]=1.[OH-].[Na+].O. The catalyst is O1CCOCC1. The product is [NH2:1][C:2]1[CH:42]=[CH:41][C:5]([C:6]([NH:8][C@H:9]2[CH2:14][CH2:13][CH2:12][C@@H:11]([NH:15][C:16]3[N:21]=[C:20]([C:22]4[C:30]5[C:25](=[CH:26][CH:27]=[CH:28][CH:29]=5)[NH:24][CH:23]=4)[C:19]([Cl:40])=[CH:18][N:17]=3)[CH2:10]2)=[O:7])=[C:4]([N:43]2[CH2:48][CH2:47][O:46][CH2:45][CH2:44]2)[CH:3]=1. The yield is 0.710.